This data is from Forward reaction prediction with 1.9M reactions from USPTO patents (1976-2016). The task is: Predict the product of the given reaction. (1) Given the reactants Cl.[Cl:2][C:3]1[C:4]([O:15][C@H:16]2[CH2:20][NH:19][C@H:18]([C:21]([O:23][CH3:24])=[O:22])[CH2:17]2)=[N:5][C:6]2[C:11]([N:12]=1)=[CH:10][CH:9]=[C:8]([O:13][CH3:14])[CH:7]=2.[CH3:25][C:26]([CH3:44])([CH3:43])[C@@H:27]([C:40](O)=[O:41])[NH:28][C:29]([O:31][C@@H:32]1[CH2:34][C@H:33]1[CH2:35][CH2:36][CH2:37][CH:38]=[CH2:39])=[O:30].CCN(C(C)C)C(C)C.CN(C(ON1N=NC2C=CC=NC1=2)=[N+](C)C)C.F[P-](F)(F)(F)(F)F, predict the reaction product. The product is: [CH3:25][C:26]([CH3:44])([CH3:43])[C@@H:27]([C:40]([N:19]1[CH2:20][C@H:16]([O:15][C:4]2[C:3]([Cl:2])=[N:12][C:11]3[C:6](=[CH:7][C:8]([O:13][CH3:14])=[CH:9][CH:10]=3)[N:5]=2)[CH2:17][C@H:18]1[C:21]([O:23][CH3:24])=[O:22])=[O:41])[NH:28][C:29]([O:31][C@@H:32]1[CH2:34][C@H:33]1[CH2:35][CH2:36][CH2:37][CH:38]=[CH2:39])=[O:30]. (2) The product is: [N:4]1[CH:5]=[CH:6][N:1]=[C:2]2[C:10]([O:12][C:7](=[O:9])[C:3]=12)=[O:11]. Given the reactants [N:1]1[CH:6]=[CH:5][N:4]=[C:3]([C:7]([OH:9])=O)[C:2]=1[C:10]([OH:12])=[O:11].C(OC(=O)C)(=O)C, predict the reaction product.